This data is from Full USPTO retrosynthesis dataset with 1.9M reactions from patents (1976-2016). The task is: Predict the reactants needed to synthesize the given product. (1) Given the product [CH2:1]([O:8][CH2:9][C@H:10]([NH:14][C:15]([O:17][C:18]([CH3:21])([CH3:20])[CH3:19])=[O:16])[C:11]([NH:53][C@@H:54]([CH2:59][C:60]1[CH:61]=[CH:62][C:63]([O:66][CH3:67])=[CH:64][CH:65]=1)[C:55]([O:57][CH3:58])=[O:56])=[O:13])[C:2]1[CH:3]=[CH:4][CH:5]=[CH:6][CH:7]=1, predict the reactants needed to synthesize it. The reactants are: [CH2:1]([O:8][CH2:9][C@H:10]([NH:14][C:15]([O:17][C:18]([CH3:21])([CH3:20])[CH3:19])=[O:16])[C:11]([OH:13])=O)[C:2]1[CH:7]=[CH:6][CH:5]=[CH:4][CH:3]=1.CN(C(ON1N=NC2C=CC=NC1=2)=[N+](C)C)C.F[P-](F)(F)(F)(F)F.C(OC([NH:53][C@@H:54]([CH2:59][C:60]1[CH:65]=[CH:64][C:63]([O:66][CH3:67])=[CH:62][CH:61]=1)[C:55]([O:57][CH3:58])=[O:56])=O)(C)(C)C.CCN(C(C)C)C(C)C. (2) The reactants are: [N-:1]=[N+:2]=[N-:3].CN(C)C(N(C)C)=[NH2+].[CH2:12]([O:19][C:20]1[C:25]([Br:26])=[CH:24][C:23]([C@H:27]([CH3:44])[C@@H:28](Br)[C:29]([N:31]2[C@H:35]([C:36]3[CH:41]=[CH:40][CH:39]=[CH:38][CH:37]=3)[CH2:34][O:33][C:32]2=[O:42])=[O:30])=[C:22]([F:45])[CH:21]=1)[C:13]1[CH:18]=[CH:17][CH:16]=[CH:15][CH:14]=1. Given the product [N:1]([C@@H:28]([C@H:27]([C:23]1[CH:24]=[C:25]([Br:26])[C:20]([O:19][CH2:12][C:13]2[CH:14]=[CH:15][CH:16]=[CH:17][CH:18]=2)=[CH:21][C:22]=1[F:45])[CH3:44])[C:29]([N:31]1[C@H:35]([C:36]2[CH:37]=[CH:38][CH:39]=[CH:40][CH:41]=2)[CH2:34][O:33][C:32]1=[O:42])=[O:30])=[N+:2]=[N-:3], predict the reactants needed to synthesize it. (3) Given the product [CH3:9][NH:8][C:6](=[O:7])[C:5]1[CH:10]=[CH:11][C:2]([NH:28][CH2:27][CH2:26][O:25][CH3:24])=[C:3]([N+:12]([O-:14])=[O:13])[CH:4]=1, predict the reactants needed to synthesize it. The reactants are: F[C:2]1[CH:11]=[CH:10][C:5]([C:6]([NH:8][CH3:9])=[O:7])=[CH:4][C:3]=1[N+:12]([O-:14])=[O:13].C(N(CC)C(C)C)(C)C.[CH3:24][O:25][CH2:26][CH2:27][NH2:28].